From a dataset of Reaction yield outcomes from USPTO patents with 853,638 reactions. Predict the reaction yield, written as a fraction of the theoretical maximum amount of product (1.0 means a 100% yield; for example, 0.34 means a 34% yield). (1) The catalyst is C1(C)C=CC=CC=1. The yield is 0.550. The reactants are [CH3:1][CH:2]1[C:7](=O)[CH2:6][CH2:5][N:4]([C:9]([O:11][C:12]([CH3:15])([CH3:14])[CH3:13])=[O:10])[CH2:3]1.N1CCCC1.O.[C:22]([NH2:26])(=[O:25])[C:23]#[CH:24]. The product is [CH3:1][CH:2]1[C:7]2[NH:26][C:22](=[O:25])[CH:23]=[CH:24][C:6]=2[CH2:5][N:4]([C:9]([O:11][C:12]([CH3:15])([CH3:14])[CH3:13])=[O:10])[CH2:3]1. (2) The reactants are C(OC(=O)[NH:10][CH2:11][CH2:12][O:13][C:14]1[CH:19]=[CH:18][C:17]([C:20]2[O:21][CH:22]=[C:23]([CH3:25])[N:24]=2)=[CH:16][CH:15]=1)C1C=CC=CC=1.C1CC=CCC=1. The catalyst is CO.[Pd]. The product is [CH3:25][C:23]1[N:24]=[C:20]([C:17]2[CH:18]=[CH:19][C:14]([O:13][CH2:12][CH2:11][NH2:10])=[CH:15][CH:16]=2)[O:21][CH:22]=1. The yield is 0.900. (3) The product is [Br:3][C:4]1[C:5]([O:19][CH2:18][CH:15]2[CH2:17][CH2:16]2)=[CH:6][C:7]([CH3:11])=[N+:8]([O-:10])[CH:9]=1. The yield is 0.800. The reactants are [OH-].[Na+].[Br:3][C:4]1[C:5]([N+]([O-])=O)=[CH:6][C:7]([CH3:11])=[N+:8]([O-:10])[CH:9]=1.[CH:15]1([CH2:18][OH:19])[CH2:17][CH2:16]1. No catalyst specified. (4) The reactants are [F:1][C:2]1[CH:7]=[CH:6][C:5]([F:8])=[CH:4][C:3]=1[C@H:9]1[CH2:13][CH2:12][CH2:11][N:10]1[C:14]1[CH:15]=[CH:16][C:17]2[N:18]([C:20]([NH2:23])=[CH:21][N:22]=2)[N:19]=1.C1N=CN([C:29]([N:31]2[CH:35]=N[CH:33]=[CH:32]2)=[O:30])C=1.Cl.N1CC([OH:41])C1.CCN(C(C)C)C(C)C.N1CCC1. The catalyst is C(Cl)Cl. The product is [F:1][C:2]1[CH:7]=[CH:6][C:5]([F:8])=[CH:4][C:3]=1[C@H:9]1[CH2:13][CH2:12][CH2:11][N:10]1[C:14]1[CH:15]=[CH:16][C:17]2[N:18]([C:20]([NH:23][C:29]([N:31]3[CH2:32][CH:33]([OH:41])[CH2:35]3)=[O:30])=[CH:21][N:22]=2)[N:19]=1. The yield is 0.990. (5) The reactants are [C:1]([C:4]1[CH:5]=[CH:6][C:7]2[C:15]([N+:16]([O-:18])=[O:17])=[CH:14][C:13]3[N:12](C(=O)C(F)(F)F)[CH2:11][CH:10]([CH2:25][Cl:26])[C:9]=3[C:8]=2[CH:27]=1)(=[O:3])[CH3:2].C([O-])([O-])=O.[Cs+].[Cs+].O. The catalyst is CO.C(Cl)Cl. The product is [ClH:26].[C:1]([C:4]1[CH:5]=[CH:6][C:7]2[C:15]([N+:16]([O-:18])=[O:17])=[CH:14][C:13]3[NH:12][CH2:11][CH:10]([CH2:25][Cl:26])[C:9]=3[C:8]=2[CH:27]=1)(=[O:3])[CH3:2]. The yield is 1.00. (6) The reactants are [NH:1]([CH2:3][C:4]([OH:6])=[O:5])[CH3:2].Cl[Si](C)(C)C.CCN([CH:18]([CH3:20])[CH3:19])C(C)C.Cl[C:22]([O:24][CH:25](Cl)[CH:26]([CH3:28])[CH3:27])=[O:23].[C:30]([OH:38])(=[O:37])[C:31]1[CH:36]=[CH:35][CH:34]=[CH:33][CH:32]=1. The catalyst is C(Cl)(Cl)Cl. The product is [CH3:2][N:1]([C:22]([O:24][CH:25]([C:26]1[CH:28]=[CH:19][CH:18]=[CH:20][CH:27]=1)[O:38][C:30]([C:31]1[CH:36]=[CH:35][CH:34]=[CH:33][CH:32]=1)=[O:37])=[O:23])[CH2:3][C:4]([OH:6])=[O:5]. The yield is 0.163. (7) The reactants are [F:1][C:2]1[CH:14]=[CH:13][C:5]([C:6]([O:8][C:9]([CH3:12])([CH3:11])[CH3:10])=[O:7])=[CH:4][C:3]=1[CH3:15].Br[N:17]1C(=O)CC[C:18]1=O.C(OOC(=O)C1C=CC=CC=1)(=O)C1C=CC=CC=1.[Br-].CN. The catalyst is C1COCC1.[W].C(Cl)(Cl)(Cl)Cl. The product is [F:1][C:2]1[CH:14]=[CH:13][C:5]([C:6]([O:8][C:9]([CH3:10])([CH3:11])[CH3:12])=[O:7])=[CH:4][C:3]=1[CH2:15][NH:17][CH3:18]. The yield is 0.430. (8) The catalyst is S(=O)(=O)(O)O. The reactants are [CH3:1][O:2][C:3](=[O:12])[C:4]1[CH:9]=[C:8]([Cl:10])[CH:7]=[CH:6][C:5]=1[OH:11].[N+:13]([O-])([OH:15])=[O:14]. The yield is 0.890. The product is [CH3:1][O:2][C:3](=[O:12])[C:4]1[CH:9]=[C:8]([Cl:10])[CH:7]=[C:6]([N+:13]([O-:15])=[O:14])[C:5]=1[OH:11]. (9) The catalyst is [Cu]I.C(#N)C. The reactants are [Br:1][C:2]1[CH:10]=[C:9]2[C:5]([CH2:6][C:7]3([CH2:16][CH2:15][CH:14]([OH:17])[CH2:13][CH2:12]3)[C:8]2=[O:11])=[CH:4][CH:3]=1.FS([C:22](C(O)=O)([F:24])[F:23])(=O)=O. The yield is 0.320. The product is [CH2:6]([CH:6]1[C:5]2[C:9](=[CH:10][C:2]([Br:1])=[CH:3][CH:4]=2)[C:8](=[O:11])[C:7]21[CH2:16][CH2:15][CH:14]([O:17][CH:22]([F:24])[F:23])[CH2:13][CH2:12]2)[C:5]1[CH:9]=[CH:10][CH:2]=[CH:3][CH:4]=1.